Dataset: Cav3 T-type calcium channel HTS with 100,875 compounds. Task: Binary Classification. Given a drug SMILES string, predict its activity (active/inactive) in a high-throughput screening assay against a specified biological target. (1) The molecule is Clc1c(Cn2nc(c(NC(=O)c3oc(cc3)COc3c(Cl)ccc(Cl)c3)c2C)C)ccc(Cl)c1. The result is 1 (active). (2) The drug is FC(F)(F)C(OCC(N)c1nnn(C(C(CC)C)C(=O)N2CCN(CC2)c2nc(N3CCN(CC3)C(=O)C(n3nnc(C(N)C(CC)C)c3)CCCCN)nc(n2)NCCOCCOCCOCC#C)c1)=O. The result is 0 (inactive). (3) The compound is Clc1c(Cn2c(nc3c2nc(c(N)c3)C)CCCC)cccc1. The result is 0 (inactive).